From a dataset of Full USPTO retrosynthesis dataset with 1.9M reactions from patents (1976-2016). Predict the reactants needed to synthesize the given product. (1) Given the product [Cl:1][C:2]1[CH:3]=[CH:4][C:5]([O:12][CH3:13])=[C:6]([S:8]([NH:15][CH3:14])(=[O:10])=[O:9])[CH:7]=1, predict the reactants needed to synthesize it. The reactants are: [Cl:1][C:2]1[CH:3]=[CH:4][C:5]([O:12][CH3:13])=[C:6]([S:8](Cl)(=[O:10])=[O:9])[CH:7]=1.[CH3:14][NH2:15]. (2) The reactants are: [Li]CCCC.Br[C:7]1[CH:8]=[CH:9][C:10]([S:13][CH:14]2[CH2:18][CH2:17][CH2:16][CH2:15]2)=[N:11][CH:12]=1.[C:19](OC)(=[O:24])[C:20]([O:22][CH3:23])=[O:21].[NH4+].[Cl-]. Given the product [CH:14]1([S:13][C:10]2[N:11]=[CH:12][C:7]([C:19](=[O:24])[C:20]([O:22][CH3:23])=[O:21])=[CH:8][CH:9]=2)[CH2:18][CH2:17][CH2:16][CH2:15]1, predict the reactants needed to synthesize it. (3) Given the product [Br:1][C:2]1[N:7]2[N:8]=[C:9]([CH3:11])[N:10]=[C:6]2[C:5]([N:12]2[CH2:17][CH2:16][N:15]([CH3:18])[CH2:14][CH2:13]2)=[N:4][CH:3]=1, predict the reactants needed to synthesize it. The reactants are: [Br:1][C:2]1[N:7]2[N:8]=[C:9]([CH3:11])[N:10]=[C:6]2[C:5]([N:12]2[CH2:17][CH2:16][NH:15][CH2:14][CH2:13]2)=[N:4][CH:3]=1.[CH2:18](Cl)Cl.C=O.C([O-])(O)=O.[Na+]. (4) Given the product [CH:46]12[CH2:54][CH:52]([CH2:51][CH2:50]1)[CH2:53][CH:45]2[N:44]1[C:2]2[CH:10]=[CH:9][C:5]([C:6]([OH:8])=[O:7])=[CH:4][C:3]=2[N:11]=[C:43]1[C:38]1[CH:39]=[C:40]2[C:35](=[CH:36][CH:37]=1)[N:34]=[C:33]([C:32]1[C:27]([C:26]3[CH:59]=[CH:60][C:23]([Cl:22])=[CH:24][CH:25]=3)=[CH:28][CH:29]=[C:30]([O:57][CH3:58])[CH:31]=1)[CH:42]=[CH:41]2, predict the reactants needed to synthesize it. The reactants are: Cl[C:2]1[CH:10]=[CH:9][C:5]([C:6]([OH:8])=[O:7])=[CH:4][C:3]=1[N+:11]([O-])=O.NC1CC2CC1CC2.[Cl:22][C:23]1[CH:60]=[CH:59][C:26]([C:27]2[C:32]([C:33]3[CH:42]=[CH:41][C:40]4[C:35](=[CH:36][CH:37]=[C:38]([C:43]5N(CC)[C:46]6[CH:50]=[CH:51][C:52]([C:54](O)=O)=[CH:53][C:45]=6[N:44]=5)[CH:39]=4)[N:34]=3)=[CH:31][C:30]([O:57][CH3:58])=[CH:29][CH:28]=2)=[CH:25][CH:24]=1.